Dataset: Forward reaction prediction with 1.9M reactions from USPTO patents (1976-2016). Task: Predict the product of the given reaction. (1) Given the reactants [NH2:1][C:2]1[S:6][C:5]([C:7]2[CH:12]=[CH:11][C:10]([C:13]([OH:16])([CH3:15])[CH3:14])=[CH:9][CH:8]=2)=[N:4][C:3]=1[C:17]([NH2:19])=[O:18].Cl[C:21]1[N:26]=[C:25]2[CH2:27][N:28]([CH3:31])[C:29](=[O:30])[C:24]2=[CH:23][CH:22]=1.CC(C1C=C(C(C)C)C(C2C=CC=CC=2P(C2CCCCC2)C2CCCCC2)=C(C(C)C)C=1)C.C(=O)([O-])[O-].[K+].[K+].C(O)(CC)(C)C, predict the reaction product. The product is: [OH:16][C:13]([C:10]1[CH:9]=[CH:8][C:7]([C:5]2[S:6][C:2]([NH:1][C:21]3[N:26]=[C:25]4[CH2:27][N:28]([CH3:31])[C:29](=[O:30])[C:24]4=[CH:23][CH:22]=3)=[C:3]([C:17]([NH2:19])=[O:18])[N:4]=2)=[CH:12][CH:11]=1)([CH3:15])[CH3:14]. (2) Given the reactants C([O:3][C:4]([C:6]1[N:7]=[CH:8][N:9]([C:11]2[N:12]=[CH:13][C:14]3[C:19]([CH:20]=2)=[CH:18][CH:17]=[CH:16][CH:15]=3)[CH:10]=1)=O)C.[H-].[Al+3].[Li+].[H-].[H-].[H-], predict the reaction product. The product is: [CH:13]1[C:14]2[C:19](=[CH:18][CH:17]=[CH:16][CH:15]=2)[CH:20]=[C:11]([N:9]2[CH:10]=[C:6]([CH2:4][OH:3])[N:7]=[CH:8]2)[N:12]=1. (3) Given the reactants F[B-](F)(F)F.[C:6]1([C:12]2[CH:17]=[CH:16][O+:15]=[C:14]([C:18]3[CH:23]=[CH:22][CH:21]=[CH:20][CH:19]=3)[C:13]=2C2C=CC=CC=2)[CH:11]=[CH:10][CH:9]=[CH:8][CH:7]=1.[CH3:30][B-:31]([C:36]#[N:37])([C:34]#[N:35])[C:32]#[N:33].[K+], predict the reaction product. The product is: [CH3:30][B-:31]([C:36]#[N:37])([C:34]#[N:35])[C:32]#[N:33].[C:6]1([C:16]2[CH:17]=[C:12]([C:6]3[CH:7]=[CH:8][CH:9]=[CH:10][CH:11]=3)[CH:13]=[C:14]([C:18]3[CH:23]=[CH:22][CH:21]=[CH:20][CH:19]=3)[O+:15]=2)[CH:11]=[CH:10][CH:9]=[CH:8][CH:7]=1. (4) The product is: [Cl:1][CH:2]([Cl:6])[C:3]([OH:5])=[O:4].[Cl:1][CH2:2][Cl:6]. Given the reactants [Cl:1][CH:2]([Cl:6])[C:3]([OH:5])=[O:4], predict the reaction product. (5) Given the reactants [NH2:1][CH2:2][CH2:3][CH2:4][CH2:5][CH2:6][CH2:7][NH:8][S:9]([C:12]1[C:21]2[C:16](=[CH:17][CH:18]=[CH:19][CH:20]=2)[CH:15]=[CH:14][CH:13]=1)(=[O:11])=[O:10].Cl[C:23]1[N:32]=[C:31]([NH2:33])[C:30]2[C:25](=[CH:26][CH:27]=[CH:28][CH:29]=2)[N:24]=1, predict the reaction product. The product is: [NH2:33][C:31]1[C:30]2[C:25](=[CH:26][CH:27]=[CH:28][CH:29]=2)[N:24]=[C:23]([NH:1][CH2:2][CH2:3][CH2:4][CH2:5][CH2:6][CH2:7][NH:8][S:9]([C:12]2[C:21]3[C:16](=[CH:17][CH:18]=[CH:19][CH:20]=3)[CH:15]=[CH:14][CH:13]=2)(=[O:11])=[O:10])[N:32]=1. (6) Given the reactants [O:1]=[C:2]1[NH:7][C:6]2[CH:8]=[C:9]([C:12]([OH:14])=O)[CH:10]=[CH:11][C:5]=2[S:4][CH2:3]1.[CH3:15][O:16][C:17]1[CH:18]=[CH:19][C:20]2[C:25]([N:26]=1)=[C:24]1[CH2:27][CH:28]([CH2:30][C@H:31]3[CH2:36][CH2:35][C@H:34]([NH2:37])[CH2:33][CH2:32]3)[O:29][C:23]1=[CH:22][N:21]=2.ON1C2C=CC=CC=2N=N1.Cl.CN(C)CCCN=C=NCC.C(N(CC)C(C)C)(C)C, predict the reaction product. The product is: [CH3:15][O:16][C:17]1[CH:18]=[CH:19][C:20]2[C:25]([N:26]=1)=[C:24]1[CH2:27][CH:28]([CH2:30][C@H:31]3[CH2:36][CH2:35][C@H:34]([NH:37][C:12]([C:9]4[CH:10]=[CH:11][C:5]5[S:4][CH2:3][C:2](=[O:1])[NH:7][C:6]=5[CH:8]=4)=[O:14])[CH2:33][CH2:32]3)[O:29][C:23]1=[CH:22][N:21]=2.